The task is: Predict the reactants needed to synthesize the given product.. This data is from Full USPTO retrosynthesis dataset with 1.9M reactions from patents (1976-2016). (1) Given the product [C:33]([O:32][C:30]([NH:11][CH:12]([CH:16]1[CH2:17][CH2:18][O:19][CH2:20][CH2:21]1)[C:13]([OH:15])=[O:14])=[O:31])([CH3:34])([CH3:35])[CH3:36], predict the reactants needed to synthesize it. The reactants are: C(OC([NH:11][CH:12]([CH:16]1[CH2:21][CH2:20][O:19][CH2:18][CH2:17]1)[C:13]([OH:15])=[O:14])=O)C1C=CC=CC=1.[CH3:34][C:33]([O:32][C:30](O[C:30]([O:32][C:33]([CH3:36])([CH3:35])[CH3:34])=[O:31])=[O:31])([CH3:36])[CH3:35]. (2) Given the product [O:7]1[CH2:8][CH2:9][NH:10][C:11]2[CH:16]=[CH:15][CH:14]=[CH:13][C:12]1=2, predict the reactants needed to synthesize it. The reactants are: [H-].[H-].[H-].[H-].[Li+].[Al+3].[O:7]1[C:12]2[CH:13]=[CH:14][CH:15]=[CH:16][C:11]=2[NH:10][C:9](=O)[CH2:8]1. (3) Given the product [C:24]([O:28][C:29]([N:31]1[CH2:36][C@H:35]([CH2:37][OH:38])[N:34]([CH2:2][C:3]([N:5]2[C:13]3[C:8](=[CH:9][CH:10]=[C:11]([Cl:14])[CH:12]=3)[C:7]([CH3:16])([CH3:15])[CH2:6]2)=[O:4])[CH2:33][C@H:32]1[CH3:39])=[O:30])([CH3:27])([CH3:26])[CH3:25], predict the reactants needed to synthesize it. The reactants are: Cl[CH2:2][C:3]([N:5]1[C:13]2[C:8](=[CH:9][CH:10]=[C:11]([Cl:14])[CH:12]=2)[C:7]([CH3:16])([CH3:15])[CH2:6]1)=[O:4].C(N(CC)CC)C.[C:24]([O:28][C:29]([N:31]1[CH2:36][C@H:35]([CH2:37][OH:38])[NH:34][CH2:33][C@H:32]1[CH3:39])=[O:30])([CH3:27])([CH3:26])[CH3:25]. (4) The reactants are: [H-].[Na+].[N:3]1([CH2:8][CH2:9][CH:10]=[CH:11][C:12]2[CH:17]=[CH:16][C:15]([OH:18])=[CH:14][CH:13]=2)[CH:7]=[CH:6][N:5]=[N:4]1.Cl[CH2:20][C:21]1[N:22]=[C:23]([CH:26]=[CH:27][C:28]2[CH:33]=[CH:32][C:31]([S:34]([C:36]([F:39])([F:38])[F:37])=[O:35])=[CH:30][CH:29]=2)[O:24][CH:25]=1.O. Given the product [F:39][C:36]([F:37])([F:38])[S:34]([C:31]1[CH:32]=[CH:33][C:28]([CH:27]=[CH:26][C:23]2[O:24][CH:25]=[C:21]([CH2:20][O:18][C:15]3[CH:14]=[CH:13][C:12]([CH:11]=[CH:10][CH2:9][CH2:8][N:3]4[CH:7]=[CH:6][N:5]=[N:4]4)=[CH:17][CH:16]=3)[N:22]=2)=[CH:29][CH:30]=1)=[O:35], predict the reactants needed to synthesize it. (5) Given the product [Cl:1][C:2]1[N:3]=[C:4]([NH:19][C@H:20]([CH3:33])[CH2:21][N:22]2[C:23](=[O:32])[C:24]3[C:29](=[CH:28][CH:27]=[CH:26][CH:25]=3)[C:30]2=[O:31])[C:5]([F:10])=[CH:6][C:7]=1[C:8]#[N:9], predict the reactants needed to synthesize it. The reactants are: [Cl:1][C:2]1[C:7]([C:8]#[N:9])=[CH:6][C:5]([F:10])=[C:4](Cl)[N:3]=1.C(=O)([O-])[O-].[K+].[K+].Cl.[NH2:19][C@H:20]([CH3:33])[CH2:21][N:22]1[C:30](=[O:31])[C:29]2[C:24](=[CH:25][CH:26]=[CH:27][CH:28]=2)[C:23]1=[O:32].C(=O)([O-])O.[Na+]. (6) Given the product [ClH:16].[CH3:1][O:2][C:3]1[CH:8]=[C:7]([C:9]([F:12])([F:11])[F:10])[CH:6]=[CH:5][C:4]=1[C:17]1[C:18]2[CH2:26][CH2:25][NH:24][CH2:23][C:19]=2[N:20]=[CH:21][N:22]=1, predict the reactants needed to synthesize it. The reactants are: [CH3:1][O:2][C:3]1[CH:8]=[C:7]([C:9]([F:12])([F:11])[F:10])[CH:6]=[CH:5][C:4]=1B(O)O.[Cl:16][C:17]1[C:18]2[CH2:26][CH2:25][N:24](C(OC(C)(C)C)=O)[CH2:23][C:19]=2[N:20]=[CH:21][N:22]=1.C(=O)([O-])[O-].[K+].[K+].Cl. (7) Given the product [CH3:27][O:28][CH2:29][CH2:30][O:31][CH2:32][O:1][C:2]1[CH:3]=[CH:4][C:5]([N+:10]([O-:12])=[O:11])=[C:6]([CH:9]=1)[CH:7]=[O:8], predict the reactants needed to synthesize it. The reactants are: [OH:1][C:2]1[CH:3]=[CH:4][C:5]([N+:10]([O-:12])=[O:11])=[C:6]([CH:9]=1)[CH:7]=[O:8].O1CCCC1.C(N(CC)C(C)C)(C)C.[CH3:27][O:28][CH2:29][CH2:30][O:31][CH2:32]Cl. (8) Given the product [CH3:30][S:31]([O:22][CH:8]([C:5]1[CH:4]=[CH:3][C:2]([Br:1])=[CH:7][CH:6]=1)[CH2:9][CH2:10][CH:11]([O:12][S:31]([CH3:30])(=[O:33])=[O:32])[C:13]1[CH:18]=[CH:17][C:16]([N+:19]([O-:21])=[O:20])=[CH:15][CH:14]=1)(=[O:33])=[O:32], predict the reactants needed to synthesize it. The reactants are: [Br:1][C:2]1[CH:7]=[CH:6][C:5]([CH:8]([OH:22])[CH2:9][CH2:10][CH:11]([C:13]2[CH:18]=[CH:17][C:16]([N+:19]([O-:21])=[O:20])=[CH:15][CH:14]=2)[OH:12])=[CH:4][CH:3]=1.C(N(CC)CC)C.[CH3:30][S:31](Cl)(=[O:33])=[O:32].